This data is from Forward reaction prediction with 1.9M reactions from USPTO patents (1976-2016). The task is: Predict the product of the given reaction. (1) Given the reactants [F:1][CH:2]([C:17]1[CH:22]=[CH:21][C:20]([C:23]2[CH:28]=[C:27]([O:29][CH3:30])[CH:26]=[CH:25][C:24]=2[F:31])=[C:19]([CH2:32][C:33]([CH3:36])([CH3:35])[CH3:34])[N:18]=1)[CH2:3][C:4]1[CH:5]=[C:6]([CH2:10][CH2:11][C:12]([O:14]CC)=[O:13])[CH:7]=[CH:8][CH:9]=1.[OH-].[Na+], predict the reaction product. The product is: [CH3:34][C:33]([CH3:36])([CH3:35])[CH2:32][C:19]1[N:18]=[C:17]([CH:2]([F:1])[CH2:3][C:4]2[CH:5]=[C:6]([CH2:10][CH2:11][C:12]([OH:14])=[O:13])[CH:7]=[CH:8][CH:9]=2)[CH:22]=[CH:21][C:20]=1[C:23]1[CH:28]=[C:27]([O:29][CH3:30])[CH:26]=[CH:25][C:24]=1[F:31]. (2) Given the reactants [Cl:1][C:2]1[N:6]2[CH:7]=[C:8]([C:15]3[CH2:16][CH2:17][NH:18][CH2:19][CH:20]=3)[CH:9]=[C:10]([C:11]([F:14])([F:13])[F:12])[C:5]2=[N:4][C:3]=1[C:21]([N:23]1[CH2:27][CH2:26][CH:25]([C:28]2[CH:33]=[CH:32][CH:31]=[C:30]([F:34])[CH:29]=2)[CH2:24]1)=[O:22].C(N(CC)C(C)C)(C)C.[S:44](Cl)([CH3:47])(=[O:46])=[O:45], predict the reaction product. The product is: [Cl:1][C:2]1[N:6]2[CH:7]=[C:8]([C:15]3[CH2:16][CH2:17][N:18]([S:44]([CH3:47])(=[O:46])=[O:45])[CH2:19][CH:20]=3)[CH:9]=[C:10]([C:11]([F:13])([F:14])[F:12])[C:5]2=[N:4][C:3]=1[C:21]([N:23]1[CH2:27][CH2:26][CH:25]([C:28]2[CH:33]=[CH:32][CH:31]=[C:30]([F:34])[CH:29]=2)[CH2:24]1)=[O:22]. (3) The product is: [CH3:18][O:19][CH2:20][CH2:21][O:22][CH2:3][C@@H:2]([C:4]([O:6][CH3:7])=[O:5])[NH:1][C:8]([O:10][CH2:11][C:12]1[CH:13]=[CH:14][CH:15]=[CH:16][CH:17]=1)=[O:9]. Given the reactants [N:1]1([C:8]([O:10][CH2:11][C:12]2[CH:17]=[CH:16][CH:15]=[CH:14][CH:13]=2)=[O:9])[CH2:3][C@H:2]1[C:4]([O:6][CH3:7])=[O:5].[CH3:18][O:19][CH2:20][CH2:21][OH:22], predict the reaction product. (4) Given the reactants Br[C:2]1[CH:7]=[CH:6][C:5]([C:8]2[N:9](C(OCC(C)C)=O)[CH:10]=[CH:11][N:12]=2)=[CH:4][CH:3]=1.[B:20]1([B:20]2[O:24][C:23]([CH3:26])([CH3:25])[C:22]([CH3:28])([CH3:27])[O:21]2)[O:24][C:23]([CH3:26])([CH3:25])[C:22]([CH3:28])([CH3:27])[O:21]1.C([O-])(=O)C.[K+], predict the reaction product. The product is: [CH3:27][C:22]1([CH3:28])[C:23]([CH3:26])([CH3:25])[O:24][B:20]([C:2]2[CH:3]=[CH:4][C:5]([C:8]3[NH:12][CH:11]=[CH:10][N:9]=3)=[CH:6][CH:7]=2)[O:21]1. (5) Given the reactants [O:1]=[C:2]1[CH:11]=[CH:10][C:9]2[C:4](=[CH:5][CH:6]=[N:7][CH:8]=2)[N:3]1[CH2:12][CH:13]=O.[O:15]1[C:20]2[CH:21]=[CH:22][C:23]([CH2:25][N:26]([CH:34]3[CH2:39][CH2:38][NH:37][CH2:36][CH2:35]3)[C:27](=[O:33])[O:28][C:29]([CH3:32])([CH3:31])[CH3:30])=[CH:24][C:19]=2[O:18][CH2:17][CH2:16]1.C(O[BH-](OC(=O)C)OC(=O)C)(=O)C.[Na+].C(=O)([O-])O.[Na+], predict the reaction product. The product is: [O:15]1[C:20]2[CH:21]=[CH:22][C:23]([CH2:25][N:26]([CH:34]3[CH2:39][CH2:38][N:37]([CH2:13][CH2:12][N:3]4[C:4]5[C:9](=[CH:8][N:7]=[CH:6][CH:5]=5)[CH:10]=[CH:11][C:2]4=[O:1])[CH2:36][CH2:35]3)[C:27](=[O:33])[O:28][C:29]([CH3:32])([CH3:30])[CH3:31])=[CH:24][C:19]=2[O:18][CH2:17][CH2:16]1. (6) Given the reactants [CH3:1][O:2][C:3]1[CH:12]=[CH:11][C:6]2[C:7](=[O:10])[CH2:8][O:9][C:5]=2[C:4]=1[C:13]#[C:14][CH2:15][N:16]1[CH2:21][CH2:20][N:19]([C:22]([O:24][C:25]([CH3:28])([CH3:27])[CH3:26])=[O:23])[CH2:18][CH2:17]1, predict the reaction product. The product is: [CH3:1][O:2][C:3]1[CH:12]=[CH:11][C:6]2[C:7](=[O:10])[CH2:8][O:9][C:5]=2[C:4]=1[CH2:13][CH2:14][CH2:15][N:16]1[CH2:17][CH2:18][N:19]([C:22]([O:24][C:25]([CH3:28])([CH3:27])[CH3:26])=[O:23])[CH2:20][CH2:21]1. (7) Given the reactants [CH3:1][C:2]1([CH3:9])[O:6][CH:5]([CH2:7][OH:8])[CH2:4][O:3]1.[CH3:10][S:11](Cl)(=[O:13])=[O:12].C(N(CC)CC)C, predict the reaction product. The product is: [CH3:10][S:11]([O:8][CH2:7][CH:5]1[CH2:4][O:3][C:2]([CH3:9])([CH3:1])[O:6]1)(=[O:13])=[O:12].